Dataset: Full USPTO retrosynthesis dataset with 1.9M reactions from patents (1976-2016). Task: Predict the reactants needed to synthesize the given product. (1) Given the product [CH3:15]/[C:14](/[CH2:16][CH2:17][CH:18]=[C:19]([CH3:21])[CH3:20])=[CH:13]\[CH2:12][O:1][C:2]1[CH:9]=[CH:8][CH:7]=[C:6]([O:10][CH3:11])[C:3]=1[CH:4]=[O:5], predict the reactants needed to synthesize it. The reactants are: [OH:1][C:2]1[CH:9]=[CH:8][CH:7]=[C:6]([O:10][CH3:11])[C:3]=1[CH:4]=[O:5].[CH2:12](Br)/[CH:13]=[C:14](/[CH2:16][CH2:17][CH:18]=[C:19]([CH3:21])[CH3:20])\[CH3:15].C(=O)([O-])[O-].[K+].[K+]. (2) Given the product [Cl:1][C:2]1[C:3]([O:18][CH2:19][CH2:20][CH2:21][O:22][C:23]2[CH:28]=[CH:27][C:26]([C:29]([F:32])([F:30])[F:31])=[CH:25][N:24]=2)=[C:4]([CH:9]=[C:10]([O:12][CH2:13][CH:14]=[C:15]([Cl:17])[Cl:16])[CH:11]=1)[C:5]([OH:7])=[O:6], predict the reactants needed to synthesize it. The reactants are: [Cl:1][C:2]1[C:3]([O:18][CH2:19][CH2:20][CH2:21][O:22][C:23]2[CH:28]=[CH:27][C:26]([C:29]([F:32])([F:31])[F:30])=[CH:25][N:24]=2)=[C:4]([CH:9]=[C:10]([O:12][CH2:13][CH:14]=[C:15]([Cl:17])[Cl:16])[CH:11]=1)[C:5]([O:7]C)=[O:6].[OH-].[Na+].Cl. (3) The reactants are: Br[C:2]1[CH:7]=[CH:6][C:5]([C:8](=[C:15]2[CH2:21][CH2:20][CH2:19][CH2:18][CH2:17][CH2:16]2)[C:9]2[CH:14]=[CH:13][CH:12]=[CH:11][CH:10]=2)=[CH:4][CH:3]=1.[C:22]([O:26][C:27](=[O:30])[CH:28]=[CH2:29])([CH3:25])([CH3:24])[CH3:23].CC1C=CC=CC=1P(C1C=CC=CC=1C)C1C=CC=CC=1C.CC#N. Given the product [C:15]1(=[C:8]([C:9]2[CH:10]=[CH:11][CH:12]=[CH:13][CH:14]=2)[C:5]2[CH:6]=[CH:7][C:2](/[CH:29]=[CH:28]/[C:27]([O:26][C:22]([CH3:25])([CH3:24])[CH3:23])=[O:30])=[CH:3][CH:4]=2)[CH2:16][CH2:17][CH2:18][CH2:19][CH2:20][CH2:21]1, predict the reactants needed to synthesize it. (4) Given the product [NH2:11][CH2:10][C:8]([NH:7][C:1]1[CH:6]=[CH:5][CH:4]=[CH:3][CH:2]=1)=[O:9], predict the reactants needed to synthesize it. The reactants are: [C:1]1([NH:7][C:8]([CH2:10][NH:11]C(=O)OC(C)(C)C)=[O:9])[CH:6]=[CH:5][CH:4]=[CH:3][CH:2]=1.